Predict which catalyst facilitates the given reaction. From a dataset of Catalyst prediction with 721,799 reactions and 888 catalyst types from USPTO. (1) Reactant: C(N([P:8]([N:12]([CH:16]([CH3:18])[CH3:17])[CH:13]([CH3:15])[CH3:14])(Cl)([O-:10])[O-:9])C(C)C)(C)C.[C:19]([NH:27][C:28]1[C:29]2[N:30]=[CH:31][N:32]([C:64]=2[N:65]=[CH:66][N:67]=1)[C@@H:33]1[O:63][C@H:37]([CH2:38][O:39][C:40]([C:57]2[CH:62]=[CH:61][CH:60]=[CH:59][CH:58]=2)([C:49]2[CH:54]=[CH:53][C:52]([O:55][CH3:56])=[CH:51][CH:50]=2)[C:41]2[CH:46]=[CH:45][C:44]([O:47][CH3:48])=[CH:43][CH:42]=2)[C@@H:35]([OH:36])[CH2:34]1)(=[O:26])[C:20]1[CH:25]=[CH:24][CH:23]=[CH:22][CH:21]=1.C(N(C(C)C)C(C)C)C.[C:77]([O:80][C@@H:81]1[C@@H:93]([O:94][C:95](=[O:97])[CH3:96])[C@H:92]([O:98][C:99](=[O:101])[CH3:100])[C@@H:91]([CH2:102][O:103][C:104](=[O:106])[CH3:105])[O:90][C@H:82]1[O:83][CH2:84][CH2:85][O:86][CH2:87][CH2:88]O)(=[O:79])[CH3:78].N1C=NN=N1. Product: [C:19]([NH:27][C:28]1[C:29]2[N:30]=[CH:31][N:32]([C:64]=2[N:65]=[CH:66][N:67]=1)[C@@H:33]1[O:63][C@H:37]([CH2:38][O:39][C:40]([C:57]2[CH:62]=[CH:61][CH:60]=[CH:59][CH:58]=2)([C:49]2[CH:54]=[CH:53][C:52]([O:55][CH3:56])=[CH:51][CH:50]=2)[C:41]2[CH:42]=[CH:43][C:44]([O:47][CH3:48])=[CH:45][CH:46]=2)[C@@H:35]([O:36][P:8]([N:12]([CH:13]([CH3:14])[CH3:15])[CH:16]([CH3:17])[CH3:18])([O:9][CH2:88][CH2:87][O:86][CH2:85][CH2:84][O:83][C@@H:82]2[O:90][C@H:91]([CH2:102][O:103][C:104](=[O:106])[CH3:105])[C@@H:92]([O:98][C:99](=[O:101])[CH3:100])[C@H:93]([O:94][C:95](=[O:97])[CH3:96])[C@H:81]2[O:80][C:77](=[O:79])[CH3:78])=[O:10])[CH2:34]1)(=[O:26])[C:20]1[CH:25]=[CH:24][CH:23]=[CH:22][CH:21]=1. The catalyst class is: 4. (2) Reactant: [NH2:1][C:2]1[CH:9]=[CH:8][C:5]([C:6]#[N:7])=[CH:4][CH:3]=1.C(OCl)(C)(C)C.[CH3:16][S:17][CH2:18][C:19](OCC)=[O:20].C(N(CC)CC)C. Product: [CH3:16][S:17][CH:18]1[C:9]2[C:2](=[CH:3][CH:4]=[C:5]([C:6]#[N:7])[CH:8]=2)[NH:1][C:19]1=[O:20]. The catalyst class is: 34. (3) Reactant: [OH:1][C:2]1[C:3]2[C:22]([CH3:23])=[CH:21][S:20][C:4]=2[N:5]([CH3:19])[C:6](=[O:18])[C:7]=1[C:8]([N:10]([C:12]1[CH:17]=[CH:16][CH:15]=[CH:14][CH:13]=1)[CH3:11])=[O:9].[C:24]([O:30][CH2:31]Cl)(=[O:29])[C:25]([CH3:28])([CH3:27])[CH3:26].N12CCCN=C1CCCCC2.[I-].[K+].Cl. The catalyst class is: 3. Product: [CH3:23][C:22]1[C:3]2[C:2]([O:1][CH2:31][O:30][C:24](=[O:29])[C:25]([CH3:28])([CH3:27])[CH3:26])=[C:7]([C:8](=[O:9])[N:10]([CH3:11])[C:12]3[CH:17]=[CH:16][CH:15]=[CH:14][CH:13]=3)[C:6](=[O:18])[N:5]([CH3:19])[C:4]=2[S:20][CH:21]=1. (4) Reactant: Br[CH2:2][CH2:3][CH2:4][CH2:5][CH2:6][CH2:7][CH2:8][CH2:9][CH2:10][CH2:11]Br.C1(=O)[NH:17][C:16](=O)[C:15]2=[CH:19][CH:20]=[CH:21]C=C12.[K].[I-].[K+].[NH:27]1CCCCC1. Product: [N:17]1([CH2:2][CH2:3][CH2:4][CH2:5][CH2:6][CH2:7][CH2:8][CH2:9][CH2:10][CH2:11][NH2:27])[CH2:16][CH2:15][CH2:19][CH2:20][CH2:21]1. The catalyst class is: 21. (5) Reactant: [F:1][C:2]1[CH:7]=[CH:6][C:5]([C:8]2([CH2:14][O:15][CH2:16][C:17]3[CH:18]=[C:19]([C:26]([F:29])([F:28])[F:27])[CH:20]=[C:21]4[C:25]=3[NH:24][N:23]=[CH:22]4)[CH2:13][CH2:12][NH:11][CH2:10][CH2:9]2)=[CH:4][CH:3]=1.[C:30]([BH3-])#N.[Na+].C=O.C(O)(=O)C. Product: [F:1][C:2]1[CH:7]=[CH:6][C:5]([C:8]2([CH2:14][O:15][CH2:16][C:17]3[CH:18]=[C:19]([C:26]([F:27])([F:28])[F:29])[CH:20]=[C:21]4[C:25]=3[NH:24][N:23]=[CH:22]4)[CH2:13][CH2:12][N:11]([CH3:30])[CH2:10][CH2:9]2)=[CH:4][CH:3]=1. The catalyst class is: 477. (6) Reactant: [F:1][C:2]([F:52])([F:51])[C:3]1[CH:4]=[C:5]([CH:44]=[C:45]([C:47]([F:50])([F:49])[F:48])[CH:46]=1)[CH2:6][N:7]([CH2:25][C:26]1[C:31]([C:32]2[CH:37]=[C:36]([CH:38]([CH3:40])[CH3:39])[CH:35]=[CH:34][C:33]=2[O:41][CH3:42])=[CH:30][CH:29]=[C:28]([CH3:43])[N:27]=1)[C:8]1[N:13]=[CH:12][C:11]([N:14]2[CH2:19][CH2:18][CH:17]([C:20]([O:22]CC)=[O:21])[CH2:16][CH2:15]2)=[CH:10][N:9]=1.[OH-].[Na+].Cl.C(OCC)(=O)C. Product: [F:52][C:2]([F:1])([F:51])[C:3]1[CH:4]=[C:5]([CH:44]=[C:45]([C:47]([F:49])([F:50])[F:48])[CH:46]=1)[CH2:6][N:7]([CH2:25][C:26]1[C:31]([C:32]2[CH:37]=[C:36]([CH:38]([CH3:39])[CH3:40])[CH:35]=[CH:34][C:33]=2[O:41][CH3:42])=[CH:30][CH:29]=[C:28]([CH3:43])[N:27]=1)[C:8]1[N:13]=[CH:12][C:11]([N:14]2[CH2:19][CH2:18][CH:17]([C:20]([OH:22])=[O:21])[CH2:16][CH2:15]2)=[CH:10][N:9]=1. The catalyst class is: 8. (7) Reactant: [OH:1][C@H:2]1[CH2:6][NH:5][C@H:4]([C:7]([NH:9][CH2:10][C:11]2[CH:16]=[CH:15][C:14]([C:17]3[S:21][CH:20]=[N:19][CH:18]=3)=[CH:13][CH:12]=2)=[O:8])[CH2:3]1.[C:22]([CH2:24][C:25]1[CH:33]=[CH:32][CH:31]=[CH:30][C:26]=1[C:27](O)=[O:28])#[N:23].[CH3:34]CN(C(C)C)C(C)C.CN(C(ON1N=NC2C=CC=NC1=2)=[N+](C)C)C.F[P-](F)(F)(F)(F)F. Product: [C:22]([CH2:24][C:25]1[CH:33]=[CH:32][CH:31]=[CH:30][C:26]=1[C:27]([N:5]1[CH2:6][C@H:2]([OH:1])[CH2:3][C@H:4]1[C:7]([NH:9][CH2:10][C:11]1[CH:12]=[CH:13][C:14]([C:17]2[S:21][CH:20]=[N:19][C:18]=2[CH3:34])=[CH:15][CH:16]=1)=[O:8])=[O:28])#[N:23]. The catalyst class is: 3.